This data is from Full USPTO retrosynthesis dataset with 1.9M reactions from patents (1976-2016). The task is: Predict the reactants needed to synthesize the given product. (1) Given the product [C:2]1(/[CH:1]=[CH:13]/[C:12]([C:5]2[CH:6]=[CH:7][C:2]([C:1]([OH:9])=[O:8])=[CH:3][CH:4]=2)=[O:14])[CH:7]=[CH:6][CH:5]=[CH:4][CH:3]=1, predict the reactants needed to synthesize it. The reactants are: [CH:1](=[O:8])[C:2]1[CH:7]=[CH:6][CH:5]=[CH:4][CH:3]=1.[OH-:9].[Na+].O.[CH2:12]([OH:14])[CH3:13]. (2) Given the product [CH:20]([N:19]1[C:15]([C:13]2[N:14]=[C:7]3[C:6]4[CH:24]=[C:2]([C:25]#[N:26])[CH:3]=[CH:4][C:5]=4[O:11][CH2:10][CH2:9][N:8]3[CH:12]=2)=[N:16][C:17]([CH3:23])=[N:18]1)([CH3:22])[CH3:21], predict the reactants needed to synthesize it. The reactants are: Br[C:2]1[CH:3]=[CH:4][C:5]2[O:11][CH2:10][CH2:9][N:8]3[CH:12]=[C:13]([C:15]4[N:19]([CH:20]([CH3:22])[CH3:21])[N:18]=[C:17]([CH3:23])[N:16]=4)[N:14]=[C:7]3[C:6]=2[CH:24]=1.[CH3:25][N:26](C=O)C. (3) Given the product [CH2:1]([O:8][C:9]1[CH:14]=[CH:13][N:12]([CH2:15][CH2:16][C:17]2[S:21][C:20]([CH2:22][OH:23])=[CH:19][CH:18]=2)[C:11](=[O:25])[CH:10]=1)[C:2]1[CH:7]=[CH:6][CH:5]=[CH:4][CH:3]=1, predict the reactants needed to synthesize it. The reactants are: [CH2:1]([O:8][C:9]1[CH:14]=[CH:13][N:12]([CH2:15][CH2:16][C:17]2[S:21][C:20]([C:22](O)=[O:23])=[CH:19][CH:18]=2)[C:11](=[O:25])[CH:10]=1)[C:2]1[CH:7]=[CH:6][CH:5]=[CH:4][CH:3]=1.C1N=CN(C(N2C=NC=C2)=O)C=1.[BH4-].[Na+].C([O-])([O-])=O.[Na+].[Na+]. (4) Given the product [N:1]1([C:7]2[N:8]=[C:9]([CH2:14][C:15]([NH:19][C:20]3[CH:21]=[C:22]([CH:27]=[CH:28][CH:29]=3)[C:23]([O:25][CH3:26])=[O:24])=[O:17])[NH:10][C:11](=[O:13])[CH:12]=2)[CH2:2][CH2:3][O:4][CH2:5][CH2:6]1, predict the reactants needed to synthesize it. The reactants are: [N:1]1([C:7]2[N:8]=[C:9]([CH2:14][C:15]([O-:17])=O)[NH:10][C:11](=[O:13])[CH:12]=2)[CH2:6][CH2:5][O:4][CH2:3][CH2:2]1.[Na+].[NH2:19][C:20]1[CH:21]=[C:22]([CH:27]=[CH:28][CH:29]=1)[C:23]([O:25][CH3:26])=[O:24]. (5) The reactants are: C([Li])(C)(C)C.[CH2:6]([Si:8]([CH2:17][CH3:18])([CH2:15][CH3:16])[C:9]#[C:10][CH2:11][CH2:12][CH2:13]I)[CH3:7].[CH3:19][N:20]([CH3:34])[C:21]1([C:28]2[CH:33]=[CH:32][CH:31]=[CH:30][CH:29]=2)[CH2:26][CH2:25][C:24](=[O:27])[CH2:23][CH2:22]1.[Cl-].[NH4+]. Given the product [CH3:19][N:20]([CH3:34])[C:21]1([C:28]2[CH:33]=[CH:32][CH:31]=[CH:30][CH:29]=2)[CH2:26][CH2:25][C:24]([CH2:13][CH2:12][CH2:11][C:10]#[C:9][Si:8]([CH2:17][CH3:18])([CH2:15][CH3:16])[CH2:6][CH3:7])([OH:27])[CH2:23][CH2:22]1, predict the reactants needed to synthesize it.